Task: Predict the product of the given reaction.. Dataset: Forward reaction prediction with 1.9M reactions from USPTO patents (1976-2016) (1) Given the reactants C([Sn](CCCC)(CCCC)[C:6]([O:8][CH2:9][CH3:10])=[CH2:7])CCC.Cl[C:20]1[C:25]([N+:26]([O-:28])=[O:27])=[CH:24][CH:23]=[C:22]([CH3:29])[N:21]=1, predict the reaction product. The product is: [CH2:9]([O:8][C:6]([C:20]1[C:25]([N+:26]([O-:28])=[O:27])=[CH:24][CH:23]=[C:22]([CH3:29])[N:21]=1)=[CH2:7])[CH3:10]. (2) Given the reactants Cl[CH2:2][C:3]([NH:5][C:6]1[CH:11]=[CH:10][C:9]([NH:12][S:13]([CH3:16])(=[O:15])=[O:14])=[CH:8][CH:7]=1)=[O:4].[CH2:17]([CH:24]1[CH2:29][CH2:28][NH:27][CH2:26][CH2:25]1)[C:18]1[CH:23]=[CH:22][CH:21]=[CH:20][CH:19]=1, predict the reaction product. The product is: [CH2:17]([CH:24]1[CH2:29][CH2:28][N:27]([CH2:2][C:3]([NH:5][C:6]2[CH:11]=[CH:10][C:9]([NH:12][S:13]([CH3:16])(=[O:15])=[O:14])=[CH:8][CH:7]=2)=[O:4])[CH2:26][CH2:25]1)[C:18]1[CH:23]=[CH:22][CH:21]=[CH:20][CH:19]=1. (3) The product is: [Cl:3][CH2:23][C:21]1[CH:20]=[CH:19][CH:18]=[C:17]([C:13]2[CH:14]=[CH:15][CH:16]=[C:11]([Cl:10])[CH:12]=2)[N:22]=1. Given the reactants S(Cl)([Cl:3])=O.CN(C)C=O.[Cl:10][C:11]1[CH:12]=[C:13]([C:17]2[N:22]=[C:21]([CH2:23]O)[CH:20]=[CH:19][CH:18]=2)[CH:14]=[CH:15][CH:16]=1, predict the reaction product. (4) Given the reactants [O:1]=[C:2]([N:28]1[CH2:32][CH2:31][CH2:30][CH2:29]1)[C@@H:3]([NH:6][CH2:7][C:8]1[CH:13]=[CH:12][N:11]=[C:10]2[N:14](C(OC(C)(C)C)=O)[CH:15]=[C:16]([C:17]([O:19]C)=[O:18])[C:9]=12)[CH2:4][CH3:5].CO.[OH-].[Na+], predict the reaction product. The product is: [O:1]=[C:2]([N:28]1[CH2:29][CH2:30][CH2:31][CH2:32]1)[C@@H:3]([NH:6][CH2:7][C:8]1[CH:13]=[CH:12][N:11]=[C:10]2[NH:14][CH:15]=[C:16]([C:17]([OH:19])=[O:18])[C:9]=12)[CH2:4][CH3:5]. (5) Given the reactants [CH3:1][O:2][C:3]1[CH:12]=[CH:11][C:6]([C:7](OC)=[O:8])=[CH:5][N:4]=1.[H-].[Al+3].[Li+].[H-].[H-].[H-].O.[OH-].[Na+], predict the reaction product. The product is: [CH3:1][O:2][C:3]1[N:4]=[CH:5][C:6]([CH2:7][OH:8])=[CH:11][CH:12]=1. (6) Given the reactants [OH:1][C:2]1[CH:11]=[C:10]2[C:5]([C:6](=[O:20])[CH:7]([C:12]3[CH:17]=[CH:16][C:15]([O:18][CH3:19])=[CH:14][CH:13]=3)[CH2:8][O:9]2)=[CH:4][CH:3]=1.[C:21](OC(=O)C)(=[O:23])[CH3:22].N1C=CC=CC=1, predict the reaction product. The product is: [C:21]([O:1][C:2]1[CH:11]=[C:10]2[C:5]([C:6](=[O:20])[C:7]([C:12]3[CH:17]=[CH:16][C:15]([O:18][CH3:19])=[CH:14][CH:13]=3)=[CH:8][O:9]2)=[CH:4][CH:3]=1)(=[O:23])[CH3:22]. (7) Given the reactants [F:1][C:2]1[CH:7]=[CH:6][C:5]([C:8]2[N:9]=[CH:10][N:11]3[CH:16]=[C:15]4[C:17]5([CH2:30][C:31]6[CH:36]=[CH:35][CH:34]=[CH:33][N:32]=6)[CH2:29][CH2:28][C:23]6(OCC[O:24]6)[CH2:22][CH:18]5[CH2:19][CH2:20][CH2:21][C:14]4=[CH:13][C:12]=23)=[CH:4][CH:3]=1.Cl.C([O-])(O)=O.[Na+].CCOC(C)=O, predict the reaction product. The product is: [F:1][C:2]1[CH:7]=[CH:6][C:5]([C:8]2[N:9]=[CH:10][N:11]3[CH:16]=[C:15]4[C:17]5([CH2:30][C:31]6[CH:36]=[CH:35][CH:34]=[CH:33][N:32]=6)[CH2:29][CH2:28][C:23](=[O:24])[CH2:22][CH:18]5[CH2:19][CH2:20][CH2:21][C:14]4=[CH:13][C:12]=23)=[CH:4][CH:3]=1. (8) Given the reactants [F:1][C:2]1[C:7]([F:8])=[CH:6][CH:5]=[CH:4][C:3]=1[C:9]1[N:17]=[C:12]2[CH:13]=[N:14][NH:15][CH:16]=[C:11]2[N:10]=1.C([C:22]1[CH:27]=[CH:26][C:25]([C:28]2[CH:32]=[C:31]([CH2:33]Cl)[O:30][N:29]=2)=[C:24](C(F)(F)F)[CH:23]=1)CCC.[OH:39][C:40]1[CH:41]=[C:42](C=CC=1)[O:43]C1C=CC(C=O)=CC=1, predict the reaction product. The product is: [F:1][C:2]1[C:7]([F:8])=[CH:6][CH:5]=[CH:4][C:3]=1[C:9]1[N:17]=[C:12]2[CH:13]=[N:14][N:15]([CH2:33][C:31]3[O:30][N:29]=[C:28]([C:25]4[CH:24]=[CH:23][C:22]([O:39][CH2:40][CH2:41][CH2:42][OH:43])=[CH:27][CH:26]=4)[CH:32]=3)[CH:16]=[C:11]2[N:10]=1.